From a dataset of Forward reaction prediction with 1.9M reactions from USPTO patents (1976-2016). Predict the product of the given reaction. (1) Given the reactants I[CH2:2][CH3:3].[Br:4][C:5]1[CH:6]=[C:7]([SH:11])[CH:8]=[CH:9][CH:10]=1.C(#N)C.C(=O)([O-])[O-].[K+].[K+], predict the reaction product. The product is: [Br:4][C:5]1[CH:10]=[CH:9][CH:8]=[C:7]([S:11][CH2:2][CH3:3])[CH:6]=1. (2) Given the reactants Cl.[F:2][C:3]1([F:8])[CH2:7][CH2:6][NH:5][CH2:4]1.Br[CH2:10][C:11]([O:13][CH2:14][CH3:15])=[O:12].CCN(C(C)C)C(C)C, predict the reaction product. The product is: [F:2][C:3]1([F:8])[CH2:7][CH2:6][N:5]([CH2:10][C:11]([O:13][CH2:14][CH3:15])=[O:12])[CH2:4]1.